Dataset: Forward reaction prediction with 1.9M reactions from USPTO patents (1976-2016). Task: Predict the product of the given reaction. (1) Given the reactants [Cl:1][C:2]1[CH:3]=[C:4]([N:10]2[C:14]([CH3:15])=[C:13]([CH2:16][C:17]3[CH:25]=[CH:24][C:20]([C:21](O)=[O:22])=[CH:19][CH:18]=3)[C:12]([CH3:26])=[N:11]2)[CH:5]=[CH:6][C:7]=1[C:8]#[N:9].O[N:28]=[C:29]([NH2:33])[CH2:30][CH2:31][CH3:32], predict the reaction product. The product is: [Cl:1][C:2]1[CH:3]=[C:4]([N:10]2[C:14]([CH3:15])=[C:13]([CH2:16][C:17]3[CH:18]=[CH:19][C:20]([C:21]4[O:22][N:33]=[C:29]([CH2:30][CH2:31][CH3:32])[N:28]=4)=[CH:24][CH:25]=3)[C:12]([CH3:26])=[N:11]2)[CH:5]=[CH:6][C:7]=1[C:8]#[N:9]. (2) Given the reactants [Cl:1][C:2]1[CH:3]=[C:4]([CH2:9][N:10]2[CH:14]=[C:13]([C:15]([O:17]CC)=[O:16])[N:12]=[N:11]2)[CH:5]=[CH:6][C:7]=1[Cl:8].[OH-].[Na+], predict the reaction product. The product is: [Cl:1][C:2]1[CH:3]=[C:4]([CH2:9][N:10]2[CH:14]=[C:13]([C:15]([OH:17])=[O:16])[N:12]=[N:11]2)[CH:5]=[CH:6][C:7]=1[Cl:8].